Task: Predict the product of the given reaction.. Dataset: Forward reaction prediction with 1.9M reactions from USPTO patents (1976-2016) (1) Given the reactants Br[C:2]1[CH:9]=[CH:8][C:5]([CH:6]=[O:7])=[CH:4][CH:3]=1.[CH:10]#[C:11][CH2:12][CH2:13][CH2:14][CH2:15][CH2:16][CH2:17][CH2:18][CH3:19].CCN(CC)CC, predict the reaction product. The product is: [C:10]([C:2]1[CH:9]=[CH:8][C:5]([CH:6]=[O:7])=[CH:4][CH:3]=1)#[C:11][CH2:12][CH2:13][CH2:14][CH2:15][CH2:16][CH2:17][CH2:18][CH3:19]. (2) Given the reactants [NH2:1][C:2]1[CH:3]=[C:4]2[C:9](=[O:10])[N:8]3[CH2:11][CH2:12][N:13]([C:14]([C:16]4[C:17]([CH3:21])=[N:18][O:19][CH:20]=4)=[O:15])[C:7]3([C:22]3[CH:27]=[CH:26][C:25]([O:28][CH3:29])=[CH:24][CH:23]=3)[CH2:6][N:5]2[CH:30]=1.[C:31]1(=O)[CH2:36][CH2:35][CH2:34][CH2:33][CH2:32]1.C(O)(=O)C.C(O[BH-](OC(=O)C)OC(=O)C)(=O)C.[Na+], predict the reaction product. The product is: [CH:31]1([NH:1][C:2]2[CH:3]=[C:4]3[C:9](=[O:10])[N:8]4[CH2:11][CH2:12][N:13]([C:14]([C:16]5[C:17]([CH3:21])=[N:18][O:19][CH:20]=5)=[O:15])[C:7]4([C:22]4[CH:27]=[CH:26][C:25]([O:28][CH3:29])=[CH:24][CH:23]=4)[CH2:6][N:5]3[CH:30]=2)[CH2:36][CH2:35][CH2:34][CH2:33][CH2:32]1. (3) Given the reactants Br[C:2]1[CH:7]=[CH:6][CH:5]=[C:4]([F:8])[CH:3]=1.[Li]CCCC.CCCCCC.CON(C)[C:23]([C:25]1[CH:26]=[C:27]2[C:33]3([CH2:38][CH2:37][N:36]([C:39]([O:41][C:42]([CH3:45])([CH3:44])[CH3:43])=[O:40])[CH2:35][CH2:34]3)[CH2:32][N:31]([C:46]3[C:47]4[C@H:54]([CH3:55])[CH2:53][CH2:52][C:48]=4[N:49]=[CH:50][N:51]=3)[C:28]2=[CH:29][CH:30]=1)=[O:24].CC(O)C, predict the reaction product. The product is: [F:8][C:4]1[CH:3]=[C:2]([CH:7]=[CH:6][CH:5]=1)[C:23]([C:25]1[CH:26]=[C:27]2[C:33]3([CH2:38][CH2:37][N:36]([C:39]([O:41][C:42]([CH3:45])([CH3:44])[CH3:43])=[O:40])[CH2:35][CH2:34]3)[CH2:32][N:31]([C:46]3[C:47]4[C@H:54]([CH3:55])[CH2:53][CH2:52][C:48]=4[N:49]=[CH:50][N:51]=3)[C:28]2=[CH:29][CH:30]=1)=[O:24]. (4) Given the reactants [F:1][C:2]1[C:16]([F:17])=[C:15]2[C:5]([C:6](=[O:30])[C:7]([C:19]([NH:21][CH2:22][C:23]([O:25]C(C)(C)C)=[O:24])=[O:20])=[C:8]([OH:18])[C:9]32[CH2:14][CH2:13][O:12][CH2:11][CH2:10]3)=[CH:4][CH:3]=1, predict the reaction product. The product is: [F:1][C:2]1[C:16]([F:17])=[C:15]2[C:5]([C:6](=[O:30])[C:7]([C:19]([NH:21][CH2:22][C:23]([OH:25])=[O:24])=[O:20])=[C:8]([OH:18])[C:9]32[CH2:10][CH2:11][O:12][CH2:13][CH2:14]3)=[CH:4][CH:3]=1. (5) Given the reactants [O:1]1[CH2:6][CH2:5][CH:4]([C:7]([OH:9])=[O:8])[CH2:3][CH2:2]1.[C:10](=O)([O-])[O-].[K+].[K+].S(OC)(OC)(=O)=O, predict the reaction product. The product is: [O:1]1[CH2:6][CH2:5][CH:4]([C:7]([O:9][CH3:10])=[O:8])[CH2:3][CH2:2]1. (6) Given the reactants [CH2:1]([O:9][C:10]1[CH:18]=[CH:17][CH:16]=[C:15]2[C:11]=1[CH:12]=[CH:13][NH:14]2)[CH2:2][C:3]1[CH:8]=[CH:7][CH:6]=[CH:5][CH:4]=1.[NH2:19][C:20]1[N:25]=[C:24](Cl)[CH:23]=[CH:22][N:21]=1, predict the reaction product. The product is: [CH2:1]([O:9][C:10]1[CH:18]=[CH:17][CH:16]=[C:15]2[C:11]=1[CH:12]=[CH:13][N:14]2[C:22]1[CH:23]=[CH:24][N:25]=[C:20]([NH2:19])[N:21]=1)[CH2:2][C:3]1[CH:4]=[CH:5][CH:6]=[CH:7][CH:8]=1.